Dataset: Full USPTO retrosynthesis dataset with 1.9M reactions from patents (1976-2016). Task: Predict the reactants needed to synthesize the given product. (1) Given the product [Cl:27][C:10]1[C:9]2[C:5]([CH2:4][C:3]([OH:28])=[O:2])=[CH:6][S:7][C:8]=2[C:13]([Cl:14])=[C:12]([O:15][CH2:16][C:17]2[N:21]([CH3:22])[N:20]=[C:19]([C:23]([F:25])([F:26])[F:24])[CH:18]=2)[CH:11]=1, predict the reactants needed to synthesize it. The reactants are: C[O:2][C:3](=[O:28])[CH2:4][C:5]1[C:9]2[C:10]([Cl:27])=[CH:11][C:12]([O:15][CH2:16][C:17]3[N:21]([CH3:22])[N:20]=[C:19]([C:23]([F:26])([F:25])[F:24])[CH:18]=3)=[C:13]([Cl:14])[C:8]=2[S:7][CH:6]=1.C1COCC1.[OH-].[Na+].Cl. (2) Given the product [F:1][C:2]1[CH:9]=[C:8]([F:10])[CH:7]=[C:6]([O:11][C@H:15]([CH2:14][CH:13]=[CH2:12])[CH3:16])[C:3]=1[CH:4]=[O:5], predict the reactants needed to synthesize it. The reactants are: [F:1][C:2]1[CH:9]=[C:8]([F:10])[CH:7]=[C:6]([OH:11])[C:3]=1[CH:4]=[O:5].[CH3:12][C@@H:13](O)[CH2:14][CH:15]=[CH2:16].C1(P(C2C=CC=CC=2)C2C=CC=CC=2)C=CC=CC=1.CC(OC(/N=N/C(OC(C)C)=O)=O)C. (3) The reactants are: [F:1][C:2]1[CH:3]=[C:4]([C:13]2[CH:18]=[CH:17][CH:16]=[C:15]([CH2:19][N:20]([CH3:30])[C:21](=[O:29])[CH2:22][CH2:23][CH2:24][CH2:25][CH2:26][CH2:27][CH3:28])[CH:14]=2)[CH:5]=[CH:6][C:7]=1[CH:8]=[CH:9][C:10]([OH:12])=[O:11]. Given the product [F:1][C:2]1[CH:3]=[C:4]([C:13]2[CH:18]=[CH:17][CH:16]=[C:15]([CH2:19][N:20]([CH3:30])[C:21](=[O:29])[CH2:22][CH2:23][CH2:24][CH2:25][CH2:26][CH2:27][CH3:28])[CH:14]=2)[CH:5]=[CH:6][C:7]=1[CH2:8][CH2:9][C:10]([OH:12])=[O:11], predict the reactants needed to synthesize it. (4) Given the product [CH:20]([N:13]1[C:14]2[C:19](=[CH:18][CH:17]=[CH:16][CH:15]=2)[C:11]([C:9]([NH:8][C@@H:6]2[CH2:5][N:4]([C:23]([O:25][C:26]([CH3:27])([CH3:29])[CH3:28])=[O:24])[C@H:3]([CH2:2][NH:1][S:31]([CH3:30])(=[O:33])=[O:32])[CH2:7]2)=[O:10])=[N:12]1)([CH3:21])[CH3:22], predict the reactants needed to synthesize it. The reactants are: [NH2:1][CH2:2][C@@H:3]1[CH2:7][C@H:6]([NH:8][C:9]([C:11]2[C:19]3[C:14](=[CH:15][CH:16]=[CH:17][CH:18]=3)[N:13]([CH:20]([CH3:22])[CH3:21])[N:12]=2)=[O:10])[CH2:5][N:4]1[C:23]([O:25][C:26]([CH3:29])([CH3:28])[CH3:27])=[O:24].[CH3:30][S:31](Cl)(=[O:33])=[O:32].